From a dataset of Full USPTO retrosynthesis dataset with 1.9M reactions from patents (1976-2016). Predict the reactants needed to synthesize the given product. Given the product [C:39]([O:38][C:36]([N:10]([CH2:9][C@@H:8]([NH:10][C:36]([O:38][C:39]([CH3:42])([CH3:41])[CH3:40])=[O:56])[CH2:43][C:44]1[CH:45]=[CH:46][C:47]([C:50]([F:52])([F:53])[F:51])=[CH:48][CH:49]=1)[C:11]1[S:15][C:14]([C:16]2[CH:17]=[CH:18][C:19]([N+:33]([O-:35])=[O:34])=[C:20]([CH2:22][C:23]([O:25][CH2:26][CH3:27])=[O:24])[CH:21]=2)=[N:13][N:12]=1)=[O:37])([CH3:41])([CH3:42])[CH3:40], predict the reactants needed to synthesize it. The reactants are: C(OC([C@@H:8]([CH2:43][C:44]1[CH:49]=[CH:48][C:47]([C:50]([F:53])([F:52])[F:51])=[CH:46][CH:45]=1)[CH2:9][N:10]([C:36]([O:38][C:39]([CH3:42])([CH3:41])[CH3:40])=[O:37])[C:11]1[S:15][C:14]([C:16]2[CH:17]=[CH:18][C:19]([N+:33]([O-:35])=[O:34])=[C:20]([CH:22](C(OCC)=O)[C:23]([O:25][CH2:26][CH3:27])=[O:24])[CH:21]=2)=[N:13][N:12]=1)=O)(C)(C)C.[Cl-].[Li+].[OH2:56].CS(C)=O.